This data is from Forward reaction prediction with 1.9M reactions from USPTO patents (1976-2016). The task is: Predict the product of the given reaction. (1) Given the reactants Cl[C:2]1[N:7]=[C:6]([NH:8][C:9]2[CH:14]=[CH:13][C:12]([O:15][CH3:16])=[C:11]([Cl:17])[CH:10]=2)[N:5]=[C:4]([NH:18][CH2:19][CH:20]2[CH2:25][CH2:24][CH2:23][CH2:22][CH2:21]2)[N:3]=1.[CH3:26][N:27]1[CH2:32][CH2:31][CH:30]([NH:33][CH3:34])[CH2:29][CH2:28]1.[OH-].[Na+].Cl, predict the reaction product. The product is: [OH-:15].[NH4+:3].[Cl:17][C:11]1[CH:10]=[C:9]([NH:8][C:6]2[N:5]=[C:4]([NH:18][CH2:19][CH:20]3[CH2:25][CH2:24][CH2:23][CH2:22][CH2:21]3)[N:3]=[C:2]([N:33]([CH3:34])[CH:30]3[CH2:31][CH2:32][N:27]([CH3:26])[CH2:28][CH2:29]3)[N:7]=2)[CH:14]=[CH:13][C:12]=1[O:15][CH3:16]. (2) Given the reactants Br[C:2]1[CH:3]=[C:4]2[C:9](=[CH:10][CH:11]=1)[N:8]=[C:7]([NH:12][CH2:13][CH2:14][N:15]1[CH2:20][CH2:19][O:18][CH2:17][CH2:16]1)[N:6]=[CH:5]2.[CH3:21][N:22]([CH2:24][C:25]1[CH:30]=[CH:29][CH:28]=[CH:27][C:26]=1B(O)O)[CH3:23].C([O-])([O-])=O.[Na+].[Na+].B(O)O, predict the reaction product. The product is: [CH3:21][N:22]([CH2:24][C:25]1[CH:30]=[CH:29][CH:28]=[CH:27][C:26]=1[C:2]1[CH:3]=[C:4]2[C:9](=[CH:10][CH:11]=1)[N:8]=[C:7]([NH:12][CH2:13][CH2:14][N:15]1[CH2:20][CH2:19][O:18][CH2:17][CH2:16]1)[N:6]=[CH:5]2)[CH3:23].